From a dataset of NCI-60 drug combinations with 297,098 pairs across 59 cell lines. Regression. Given two drug SMILES strings and cell line genomic features, predict the synergy score measuring deviation from expected non-interaction effect. (1) Drug 1: C1C(C(OC1N2C=NC3=C(N=C(N=C32)Cl)N)CO)O. Drug 2: CN1C2=C(C=C(C=C2)N(CCCl)CCCl)N=C1CCCC(=O)O.Cl. Cell line: EKVX. Synergy scores: CSS=-4.58, Synergy_ZIP=1.63, Synergy_Bliss=0.780, Synergy_Loewe=-3.69, Synergy_HSA=-3.07. (2) Drug 1: CC1C(C(=O)NC(C(=O)N2CCCC2C(=O)N(CC(=O)N(C(C(=O)O1)C(C)C)C)C)C(C)C)NC(=O)C3=C4C(=C(C=C3)C)OC5=C(C(=O)C(=C(C5=N4)C(=O)NC6C(OC(=O)C(N(C(=O)CN(C(=O)C7CCCN7C(=O)C(NC6=O)C(C)C)C)C)C(C)C)C)N)C. Drug 2: C1CCC(C(C1)N)N.C(=O)(C(=O)[O-])[O-].[Pt+4]. Cell line: NCI-H460. Synergy scores: CSS=63.6, Synergy_ZIP=0.296, Synergy_Bliss=0.858, Synergy_Loewe=-10.9, Synergy_HSA=1.05. (3) Drug 1: CCCS(=O)(=O)NC1=C(C(=C(C=C1)F)C(=O)C2=CNC3=C2C=C(C=N3)C4=CC=C(C=C4)Cl)F. Drug 2: CC1OCC2C(O1)C(C(C(O2)OC3C4COC(=O)C4C(C5=CC6=C(C=C35)OCO6)C7=CC(=C(C(=C7)OC)O)OC)O)O. Cell line: COLO 205. Synergy scores: CSS=69.7, Synergy_ZIP=3.25, Synergy_Bliss=2.96, Synergy_Loewe=0.0671, Synergy_HSA=6.49. (4) Synergy scores: CSS=55.3, Synergy_ZIP=-6.47, Synergy_Bliss=-7.92, Synergy_Loewe=-0.790, Synergy_HSA=-0.193. Drug 2: CN(CC1=CN=C2C(=N1)C(=NC(=N2)N)N)C3=CC=C(C=C3)C(=O)NC(CCC(=O)O)C(=O)O. Cell line: NCI-H460. Drug 1: C1=C(C(=O)NC(=O)N1)F. (5) Drug 1: C1=CC(=CC=C1C#N)C(C2=CC=C(C=C2)C#N)N3C=NC=N3. Drug 2: CCN(CC)CCCC(C)NC1=C2C=C(C=CC2=NC3=C1C=CC(=C3)Cl)OC. Cell line: MCF7. Synergy scores: CSS=4.94, Synergy_ZIP=-0.751, Synergy_Bliss=2.98, Synergy_Loewe=1.43, Synergy_HSA=0.499. (6) Drug 2: CCCCCOC(=O)NC1=NC(=O)N(C=C1F)C2C(C(C(O2)C)O)O. Cell line: LOX IMVI. Synergy scores: CSS=25.5, Synergy_ZIP=-1.78, Synergy_Bliss=-2.73, Synergy_Loewe=-23.4, Synergy_HSA=-0.264. Drug 1: CC1OCC2C(O1)C(C(C(O2)OC3C4COC(=O)C4C(C5=CC6=C(C=C35)OCO6)C7=CC(=C(C(=C7)OC)O)OC)O)O. (7) Drug 1: CC1=C2C(C(=O)C3(C(CC4C(C3C(C(C2(C)C)(CC1OC(=O)C(C(C5=CC=CC=C5)NC(=O)C6=CC=CC=C6)O)O)OC(=O)C7=CC=CC=C7)(CO4)OC(=O)C)O)C)OC(=O)C. Drug 2: CC(C)(C#N)C1=CC(=CC(=C1)CN2C=NC=N2)C(C)(C)C#N. Cell line: SR. Synergy scores: CSS=1.46, Synergy_ZIP=-1.72, Synergy_Bliss=-7.88, Synergy_Loewe=-8.40, Synergy_HSA=-7.06. (8) Drug 1: CC(C)CN1C=NC2=C1C3=CC=CC=C3N=C2N. Drug 2: CC12CCC3C(C1CCC2OP(=O)(O)O)CCC4=C3C=CC(=C4)OC(=O)N(CCCl)CCCl.[Na+]. Cell line: SR. Synergy scores: CSS=8.28, Synergy_ZIP=0.931, Synergy_Bliss=2.01, Synergy_Loewe=-1.82, Synergy_HSA=-0.800. (9) Drug 2: CCCCCOC(=O)NC1=NC(=O)N(C=C1F)C2C(C(C(O2)C)O)O. Synergy scores: CSS=-0.829, Synergy_ZIP=-0.423, Synergy_Bliss=-2.54, Synergy_Loewe=-5.03, Synergy_HSA=-4.33. Drug 1: COC1=NC(=NC2=C1N=CN2C3C(C(C(O3)CO)O)O)N. Cell line: NCI-H226.